This data is from Reaction yield outcomes from USPTO patents with 853,638 reactions. The task is: Predict the reaction yield, written as a fraction of the theoretical maximum amount of product (1.0 means a 100% yield; for example, 0.34 means a 34% yield). (1) The reactants are [Cl:1][C:2]1[CH:12]=[CH:11][C:5]([CH2:6][NH:7][C:8]([NH2:10])=[S:9])=[CH:4][CH:3]=1.CI.[CH:15](N(CC)C(C)C)(C)C.[C:24](=[O:29])=[N:25][C:26](Cl)=[O:27]. The catalyst is ClCCl.CO. The product is [Cl:1][C:2]1[CH:12]=[CH:11][C:5]([CH2:6][N:7]2[C:8]([S:9][CH3:15])=[N:10][C:26](=[O:27])[NH:25][C:24]2=[O:29])=[CH:4][CH:3]=1. The yield is 0.580. (2) The reactants are [C:1]1([S:7]([CH2:10][C:11]#[N:12])(=[O:9])=[O:8])[CH:6]=[CH:5][CH:4]=[CH:3][CH:2]=1.Br[CH2:14][CH2:15][CH2:16][CH2:17]Br. The catalyst is [Cl-].C([N+](CC)(CC)CC)C1C=CC=CC=1.O. The product is [C:1]1([S:7]([C:10]2([C:11]#[N:12])[CH2:17][CH2:16][CH2:15][CH2:14]2)(=[O:8])=[O:9])[CH:2]=[CH:3][CH:4]=[CH:5][CH:6]=1. The yield is 0.980. (3) The reactants are [I:1][C:2]1[C:10]2[C:5](=[N:6][CH:7]=[CH:8][CH:9]=2)[NH:4][CH:3]=1.[H-].[Na+].[Si:13](Cl)([C:16]([CH3:19])([CH3:18])[CH3:17])([CH3:15])[CH3:14].O. The catalyst is O1CCCC1. The product is [C:16]([Si:13]([CH3:15])([CH3:14])[N:4]1[C:5]2=[N:6][CH:7]=[CH:8][CH:9]=[C:10]2[C:2]([I:1])=[CH:3]1)([CH3:19])([CH3:18])[CH3:17]. The yield is 0.150.